This data is from Forward reaction prediction with 1.9M reactions from USPTO patents (1976-2016). The task is: Predict the product of the given reaction. (1) Given the reactants [NH2:1][CH:2]([C:5]1[N:6]([CH2:16][C:17]2[CH:22]=[CH:21][CH:20]=[CH:19][CH:18]=2)[C:7](=[O:15])[C:8]2[C:13]([CH3:14])=[N:12][S:11][C:9]=2[N:10]=1)[CH2:3][CH3:4].[C:23]([O:27][C:28](=[O:36])[NH:29][C:30]([CH3:35])([CH3:34])[CH2:31][CH:32]=O)([CH3:26])([CH3:25])[CH3:24].[BH-](OC(C)=O)(OC(C)=O)OC(C)=O.[Na+], predict the reaction product. The product is: [C:23]([O:27][C:28](=[O:36])[NH:29][C:30]([CH3:35])([CH3:34])[CH2:31][CH2:32][NH:1][CH:2]([C:5]1[N:6]([CH2:16][C:17]2[CH:22]=[CH:21][CH:20]=[CH:19][CH:18]=2)[C:7](=[O:15])[C:8]2[C:13]([CH3:14])=[N:12][S:11][C:9]=2[N:10]=1)[CH2:3][CH3:4])([CH3:26])([CH3:25])[CH3:24]. (2) Given the reactants [F:1][C:2]1[CH:3]=[C:4]([C:8]2[N:13]=[C:12]([CH3:14])[C:11]([C:15]([OH:17])=O)=[CH:10][N:9]=2)[CH:5]=[CH:6][CH:7]=1.CN(C(ON1N=NC2C=CC(=CC1=2)Cl)=[N+](C)C)C.F[P-](F)(F)(F)(F)F.CCN(C(C)C)C(C)C.[F:52][C:53]1[CH:54]=[C:55]2[C:59](=[CH:60][CH:61]=1)[N:58]([NH2:62])[CH:57]=[C:56]2[CH3:63], predict the reaction product. The product is: [F:52][C:53]1[CH:54]=[C:55]2[C:59](=[CH:60][CH:61]=1)[N:58]([NH:62][C:15]([C:11]1[C:12]([CH3:14])=[N:13][C:8]([C:4]3[CH:5]=[CH:6][CH:7]=[C:2]([F:1])[CH:3]=3)=[N:9][CH:10]=1)=[O:17])[CH:57]=[C:56]2[CH3:63].